Dataset: Retrosynthesis with 50K atom-mapped reactions and 10 reaction types from USPTO. Task: Predict the reactants needed to synthesize the given product. (1) The reactants are: CC(O)c1ccc(Br)cc1.Clc1ncccn1. Given the product CC(Oc1ncccn1)c1ccc(Br)cc1, predict the reactants needed to synthesize it. (2) Given the product CC(C)c1ccc(-c2csc(NS(=O)(=O)CC(=O)O)n2)cc1, predict the reactants needed to synthesize it. The reactants are: CC(C)c1ccc(-c2csc(NS(=O)(=O)CC(=O)OC(C)(C)C)n2)cc1. (3) Given the product CN(C)C(=O)Nc1ccc([C@H]2CN(c3nc(-c4ccncc4F)cc(=O)n3C)CCO2)cc1, predict the reactants needed to synthesize it. The reactants are: CN(C)C(=O)Cl.Cn1c(N2CCO[C@@H](c3ccc(N)cc3)C2)nc(-c2ccncc2F)cc1=O. (4) The reactants are: Nc1cccc(O)c1.O=C(Cl)c1ccccc1. Given the product O=C(Nc1cccc(O)c1)c1ccccc1, predict the reactants needed to synthesize it.